This data is from Full USPTO retrosynthesis dataset with 1.9M reactions from patents (1976-2016). The task is: Predict the reactants needed to synthesize the given product. Given the product [CH2:19]([O:21][C:22]1[CH:23]=[C:24]([CH:27]=[C:28]([O:35][CH2:36][CH3:37])[C:29]=1[N:30]1[CH:34]=[CH:33][CH:32]=[CH:31]1)[CH2:25][N:15]1[CH2:16][CH2:17][CH:12]([NH:11][C:9]2[O:10][C:6]3[CH:5]=[CH:4][C:3]([O:2][CH3:1])=[CH:18][C:7]=3[N:8]=2)[CH2:13][CH2:14]1)[CH3:20], predict the reactants needed to synthesize it. The reactants are: [CH3:1][O:2][C:3]1[CH:4]=[CH:5][C:6]2[O:10][C:9]([NH:11][CH:12]3[CH2:17][CH2:16][NH:15][CH2:14][CH2:13]3)=[N:8][C:7]=2[CH:18]=1.[CH2:19]([O:21][C:22]1[CH:23]=[C:24]([CH:27]=[C:28]([O:35][CH2:36][CH3:37])[C:29]=1[N:30]1[CH:34]=[CH:33][CH:32]=[CH:31]1)[CH:25]=O)[CH3:20].C([BH3-])#N.[Na+].C(N(C(C)C)C(C)C)C.